Dataset: Forward reaction prediction with 1.9M reactions from USPTO patents (1976-2016). Task: Predict the product of the given reaction. (1) Given the reactants [CH2:1]([N:8]1[CH2:13][CH2:12][C:11](=[O:14])[CH2:10][CH2:9]1)[C:2]1[CH:7]=[CH:6][CH:5]=[CH:4][CH:3]=1.[Si](OS(C(F)(F)F)(=O)=O)(C)(C)C.[Cl:27][C:28]1[CH:42]=[CH:41][C:31]([CH:32](O)[C:33]2[CH:38]=[CH:37][C:36]([Cl:39])=[CH:35][CH:34]=2)=[CH:30][CH:29]=1.C(=O)(O)[O-].[Na+], predict the reaction product. The product is: [CH2:1]([N:8]1[CH2:13][CH2:12][C:11](=[O:14])[CH:10]([CH:32]([C:31]2[CH:41]=[CH:42][C:28]([Cl:27])=[CH:29][CH:30]=2)[C:33]2[CH:34]=[CH:35][C:36]([Cl:39])=[CH:37][CH:38]=2)[CH2:9]1)[C:2]1[CH:3]=[CH:4][CH:5]=[CH:6][CH:7]=1. (2) The product is: [CH3:1][O:2][C:3](=[O:19])[CH2:4][CH2:5][N:6]1[C:10]2[CH:11]=[CH:12][CH:13]=[CH:14][C:9]=2[NH:8][C:7]1=[O:18]. Given the reactants [CH3:1][O:2][C:3](=[O:19])[CH2:4][CH2:5][N:6]1[C:10]2[CH:11]=[CH:12][CH:13]=[CH:14][C:9]=2[N:8](C(C)=C)[C:7]1=[O:18].Cl, predict the reaction product.